Dataset: NCI-60 drug combinations with 297,098 pairs across 59 cell lines. Task: Regression. Given two drug SMILES strings and cell line genomic features, predict the synergy score measuring deviation from expected non-interaction effect. Drug 1: CNC(=O)C1=CC=CC=C1SC2=CC3=C(C=C2)C(=NN3)C=CC4=CC=CC=N4. Drug 2: CC1=C(C=C(C=C1)C(=O)NC2=CC(=CC(=C2)C(F)(F)F)N3C=C(N=C3)C)NC4=NC=CC(=N4)C5=CN=CC=C5. Cell line: SNB-19. Synergy scores: CSS=0.876, Synergy_ZIP=0.486, Synergy_Bliss=1.99, Synergy_Loewe=-2.08, Synergy_HSA=-0.796.